Predict the product of the given reaction. From a dataset of Forward reaction prediction with 1.9M reactions from USPTO patents (1976-2016). The product is: [NH2:1][C:2]1[CH:11]=[CH:10][C:9]2[C:4](=[CH:5][CH:6]=[CH:7][CH:8]=2)[C:3]=1[C:12]1[CH:13]=[C:14]([CH2:15][OH:16])[CH:18]=[CH:19][CH:20]=1. Given the reactants [NH2:1][C:2]1[CH:11]=[CH:10][C:9]2[C:4](=[CH:5][CH:6]=[CH:7][CH:8]=2)[C:3]=1[C:12]1[CH:13]=[C:14]([CH:18]=[CH:19][CH:20]=1)[C:15](O)=[O:16].[H-].[Al+3].[Li+].[H-].[H-].[H-].O, predict the reaction product.